This data is from Choline transporter screen with 302,306 compounds. The task is: Binary Classification. Given a drug SMILES string, predict its activity (active/inactive) in a high-throughput screening assay against a specified biological target. (1) The drug is O=C1C(CCc2n(c3c(c12)cccc3)C)Cn1c(ncc1)C. The result is 1 (active). (2) The drug is O=C(NC1CC2N(C(C1)CCC2)CCC)c1cc(OC)cc(OC)c1. The result is 0 (inactive). (3) The drug is N(/C1CCCCC1)=C1\c2c(nc3c(c2)cccc3)c2c1ccc(c2)C. The result is 0 (inactive). (4) The result is 0 (inactive). The drug is O=c1n(CC(=O)Nc2c(OCC)cccc2)cnc2n(ncc12)c1cc(c(cc1)C)C. (5) The molecule is Brc1ccc(OCC(=O)Nc2ccc(S(=O)(=O)Nc3nc(nc(c3)C)C)cc2)cc1. The result is 0 (inactive).